Dataset: Full USPTO retrosynthesis dataset with 1.9M reactions from patents (1976-2016). Task: Predict the reactants needed to synthesize the given product. (1) Given the product [CH:2]1([N:5]([CH:19]2[CH2:24][CH2:23][N:22]([C:35]3[N:40]=[CH:39][C:38]([CH2:41][CH3:42])=[CH:37][N:36]=3)[CH2:21][CH2:20]2)[C:6](=[O:18])[C:7]2[CH:8]=[CH:9][C:10]([C:13]3[O:17][CH:16]=[N:15][CH:14]=3)=[CH:11][CH:12]=2)[CH2:4][CH2:3]1, predict the reactants needed to synthesize it. The reactants are: Cl.[CH:2]1([N:5]([CH:19]2[CH2:24][CH2:23][NH:22][CH2:21][CH2:20]2)[C:6](=[O:18])[C:7]2[CH:12]=[CH:11][C:10]([C:13]3[O:17][CH:16]=[N:15][CH:14]=3)=[CH:9][CH:8]=2)[CH2:4][CH2:3]1.C(N(C(C)C)C(C)C)C.Cl[C:35]1[N:40]=[CH:39][C:38]([CH2:41][CH3:42])=[CH:37][N:36]=1. (2) The reactants are: [O:1]=[C:2]1[C:11]([C:12](O)=[O:13])=[CH:10][C:9]2[C:4](=[N:5][CH:6]=[CH:7][CH:8]=2)[N:3]1[C:15]1[CH:20]=[CH:19][CH:18]=[CH:17][CH:16]=1.C(Cl)(=O)C([Cl:24])=O.CN(C)C=O. Given the product [O:1]=[C:2]1[C:11]([C:12]([Cl:24])=[O:13])=[CH:10][C:9]2[C:4](=[N:5][CH:6]=[CH:7][CH:8]=2)[N:3]1[C:15]1[CH:20]=[CH:19][CH:18]=[CH:17][CH:16]=1, predict the reactants needed to synthesize it.